Dataset: Full USPTO retrosynthesis dataset with 1.9M reactions from patents (1976-2016). Task: Predict the reactants needed to synthesize the given product. (1) Given the product [CH:38]([C:33]1[CH:32]=[N:1][C:2]2[C:7]([CH:34]=1)=[CH:6][CH:5]=[C:4]([NH:8][C:9](=[O:18])[O:10][CH2:11][C:12]1[CH:13]=[CH:14][CH:15]=[CH:16][CH:17]=1)[CH:3]=2)=[O:44], predict the reactants needed to synthesize it. The reactants are: [NH2:1][C:2]1[CH:3]=[C:4]([NH:8][C:9](=[O:18])[O:10][CH2:11][C:12]2[CH:17]=[CH:16][CH:15]=[CH:14][CH:13]=2)[CH:5]=[CH:6][CH:7]=1.F[B-](F)(F)F.F[B-](F)(F)F.CN([CH:32]=[C:33]([CH2:38][NH+](C)C)[CH2:34][NH+](C)C)C.C([OH:44])C. (2) Given the product [S:9]1[C:8]2=[CH:7][N:13]=[CH:19][CH:20]=[C:12]2[CH:11]=[CH:10]1, predict the reactants needed to synthesize it. The reactants are: COP([CH:7]([N:13]([CH2:19][CH:20](OC)OC)C(OCC)=O)[C:8]1[S:9][CH:10]=[CH:11][CH:12]=1)(=O)OC.[NH4+].[OH-].